This data is from Catalyst prediction with 721,799 reactions and 888 catalyst types from USPTO. The task is: Predict which catalyst facilitates the given reaction. (1) Reactant: [C:1]1([N:7]2[CH:15]=[C:14]3[C:9]([CH:10]=[C:11]([C:16]4[CH:17]=[C:18]([CH:26]5[CH2:31][CH2:30][NH:29][CH2:28][CH2:27]5)[N:19]5[C:24]=4[C:23]([NH2:25])=[N:22][CH:21]=[N:20]5)[CH:12]=[CH:13]3)=[N:8]2)[CH:6]=[CH:5][CH:4]=[CH:3][CH:2]=1.[CH3:32][N:33]([CH3:38])[CH2:34][C:35](O)=[O:36].CCN=C=NCCCN(C)C.Cl.C1C=CC2N(O)N=NC=2C=1.C(N(CC)C(C)C)(C)C. Product: [CH3:32][N:33]([CH2:34][C:35]([N:29]1[CH2:30][CH2:31][CH:26]([C:18]2[N:19]3[C:24]([C:23]([NH2:25])=[N:22][CH:21]=[N:20]3)=[C:16]([C:11]3[CH:12]=[CH:13][C:14]4[C:9]([CH:10]=3)=[N:8][N:7]([C:1]3[CH:2]=[CH:3][CH:4]=[CH:5][CH:6]=3)[CH:15]=4)[CH:17]=2)[CH2:27][CH2:28]1)=[O:36])[CH3:38]. The catalyst class is: 3. (2) Reactant: [CH2:1]([O:3][C:4]([O:6][CH2:7][CH2:8][N:9]1[CH2:14][CH2:13][N:12]([S:15]([C:18]2[CH:19]=[CH:20][C:21]([O:39][CH2:40][CH2:41][CH3:42])=[C:22]([C:24]3[NH:25][C:26](=[O:38])[C:27]4[N:32]([CH2:33][CH3:34])[CH:31]=[C:30]([CH2:35][CH2:36][CH3:37])[C:28]=4[N:29]=3)[CH:23]=2)(=[O:17])=[O:16])[CH2:11][CH2:10]1)=[O:5])[CH3:2].[OH:43][S:44]([OH:47])(=[O:46])=[O:45]. Product: [S:44]([OH:47])([OH:46])(=[O:45])=[O:43].[CH2:1]([O:3][C:4]([O:6][CH2:7][CH2:8][N:9]1[CH2:14][CH2:13][N:12]([S:15]([C:18]2[CH:19]=[CH:20][C:21]([O:39][CH2:40][CH2:41][CH3:42])=[C:22]([C:24]3[NH:25][C:26](=[O:38])[C:27]4[N:32]([CH2:33][CH3:34])[CH:31]=[C:30]([CH2:35][CH2:36][CH3:37])[C:28]=4[N:29]=3)[CH:23]=2)(=[O:16])=[O:17])[CH2:11][CH2:10]1)=[O:5])[CH3:2]. The catalyst class is: 301.